This data is from Reaction yield outcomes from USPTO patents with 853,638 reactions. The task is: Predict the reaction yield, written as a fraction of the theoretical maximum amount of product (1.0 means a 100% yield; for example, 0.34 means a 34% yield). (1) The reactants are [NH2:1][C:2]1([CH2:19][OH:20])[C:15]2[C:10](=[N:11][CH:12]=[C:13]([Cl:16])[CH:14]=2)[O:9][C:8]2[C:3]1=[CH:4][C:5]([Br:18])=[C:6]([F:17])[CH:7]=2.Br[CH2:22][C:23]#[N:24].CC(C)([O-])C.[Li+]. The catalyst is C1COCC1. The product is [NH2:1][C:2]1([CH2:19][O:20][CH2:22][C:23]#[N:24])[C:15]2[C:10](=[N:11][CH:12]=[C:13]([Cl:16])[CH:14]=2)[O:9][C:8]2[C:3]1=[CH:4][C:5]([Br:18])=[C:6]([F:17])[CH:7]=2. The yield is 0.434. (2) The reactants are [C:1]1([CH:7]([C:21]2[CH:26]=[CH:25][CH:24]=[CH:23][CH:22]=2)[CH2:8][CH2:9][N:10]2[CH2:20][CH2:19][C:13]3([C:17](=O)[NH:16][CH2:15][CH2:14]3)[CH2:12][CH2:11]2)[CH:6]=[CH:5][CH:4]=[CH:3][CH:2]=1.[H-].[H-].[H-].[H-].[Li+].[Al+3].O.[OH-].[Na+]. The catalyst is C1COCC1. The product is [C:21]1([CH:7]([C:1]2[CH:6]=[CH:5][CH:4]=[CH:3][CH:2]=2)[CH2:8][CH2:9][N:10]2[CH2:11][CH2:12][C:13]3([CH2:17][NH:16][CH2:15][CH2:14]3)[CH2:19][CH2:20]2)[CH:22]=[CH:23][CH:24]=[CH:25][CH:26]=1. The yield is 0.957.